Task: Predict the reactants needed to synthesize the given product.. Dataset: Full USPTO retrosynthesis dataset with 1.9M reactions from patents (1976-2016) (1) Given the product [CH3:34][S:35]([OH:38])(=[O:37])=[O:36].[CH:1]1([C:4]([NH:6][C:7]2[N:8]=[C:9]3[CH:14]=[CH:13][C:12]([O:15][C:16]4[CH:17]=[CH:18][C:19]([F:32])=[C:20]([NH:22][C:23]([C:25]5[N:29]([CH3:30])[N:28]=[C:27]([CH3:31])[CH:26]=5)=[O:24])[CH:21]=4)=[N:11][N:10]3[CH:33]=2)=[O:5])[CH2:3][CH2:2]1, predict the reactants needed to synthesize it. The reactants are: [CH:1]1([C:4]([NH:6][C:7]2[N:8]=[C:9]3[CH:14]=[CH:13][C:12]([O:15][C:16]4[CH:17]=[CH:18][C:19]([F:32])=[C:20]([NH:22][C:23]([C:25]5[N:29]([CH3:30])[N:28]=[C:27]([CH3:31])[CH:26]=5)=[O:24])[CH:21]=4)=[N:11][N:10]3[CH:33]=2)=[O:5])[CH2:3][CH2:2]1.[CH3:34][S:35]([OH:38])(=[O:37])=[O:36]. (2) The reactants are: [NH2:1][C:2]1[CH:10]=[CH:9][C:5]2[N:6]=[CH:7][NH:8][C:4]=2[CH:3]=1.[F:11][C:12]1[CH:19]=[C:18]([O:20][CH3:21])[CH:17]=[C:16]([F:22])[C:13]=1[CH:14]=O.[Si](C#N)(C)(C)C.[N:29]1([C:34](N2C=CN=C2)=[O:35])C=CN=[CH:30]1. Given the product [NH:6]1[C:5]2[CH:9]=[CH:10][C:2]([N:1]3[CH:14]([C:13]4[C:12]([F:11])=[CH:19][C:18]([O:20][CH3:21])=[CH:17][C:16]=4[F:22])[CH2:30][NH:29][C:34]3=[O:35])=[CH:3][C:4]=2[N:8]=[CH:7]1, predict the reactants needed to synthesize it.